From a dataset of Catalyst prediction with 721,799 reactions and 888 catalyst types from USPTO. Predict which catalyst facilitates the given reaction. Reactant: C(OC([N:8]1[CH2:13][C@H:12]([CH2:14][N:15]2[CH2:20][CH2:19][O:18][CH2:17][C@H:16]2[CH3:21])[N:11]([CH2:22][C:23]([N:25]2[C:33]3[C:28](=[N:29][CH:30]=[C:31]([CH2:34][C:35]4[CH:40]=[CH:39][CH:38]=[CH:37][C:36]=4[F:41])[CH:32]=3)[C:27]([CH3:43])([CH3:42])[CH2:26]2)=[O:24])[CH2:10][C@H:9]1[CH3:44])=O)(C)(C)C.[ClH:45]. Product: [ClH:45].[ClH:45].[F:41][C:36]1[CH:37]=[CH:38][CH:39]=[CH:40][C:35]=1[CH2:34][C:31]1[CH:32]=[C:33]2[N:25]([C:23](=[O:24])[CH2:22][N:11]3[CH2:10][C@@H:9]([CH3:44])[NH:8][CH2:13][C@@H:12]3[CH2:14][N:15]3[CH2:20][CH2:19][O:18][CH2:17][C@H:16]3[CH3:21])[CH2:26][C:27]([CH3:42])([CH3:43])[C:28]2=[N:29][CH:30]=1. The catalyst class is: 817.